This data is from Peptide-MHC class I binding affinity with 185,985 pairs from IEDB/IMGT. The task is: Regression. Given a peptide amino acid sequence and an MHC pseudo amino acid sequence, predict their binding affinity value. This is MHC class I binding data. (1) The peptide sequence is YNIDRLNAL. The MHC is HLA-A01:01 with pseudo-sequence HLA-A01:01. The binding affinity (normalized) is 0.0847. (2) The peptide sequence is WQQIGLVEV. The MHC is HLA-A03:01 with pseudo-sequence HLA-A03:01. The binding affinity (normalized) is 0.0847. (3) The peptide sequence is LPRERFRKT. The MHC is HLA-A02:03 with pseudo-sequence HLA-A02:03. The binding affinity (normalized) is 0.0847. (4) The peptide sequence is EMKYALINL. The MHC is HLA-A02:02 with pseudo-sequence HLA-A02:02. The binding affinity (normalized) is 0.258. (5) The peptide sequence is SLFKNVRLLK. The MHC is HLA-A68:01 with pseudo-sequence HLA-A68:01. The binding affinity (normalized) is 0.463. (6) The peptide sequence is IIIPFIAYFV. The MHC is H-2-Dd with pseudo-sequence H-2-Dd. The binding affinity (normalized) is 0.0454. (7) The peptide sequence is DIVKGLSGY. The MHC is HLA-A02:01 with pseudo-sequence HLA-A02:01. The binding affinity (normalized) is 0.0847.